Dataset: Forward reaction prediction with 1.9M reactions from USPTO patents (1976-2016). Task: Predict the product of the given reaction. (1) Given the reactants [Br:1][C:2]1[CH:3]=[C:4]([Cl:20])[CH:5]=[C:6]2[C:11]=1[O:10][C:9](=[O:12])[CH:8]=[C:7]2[NH:13][CH:14]1[CH2:19][CH2:18][NH:17][CH2:16][CH2:15]1.[CH:21]1[C:26]([CH:27]=O)=[CH:25][C:24]2[O:29][CH2:30][O:31][C:23]=2[CH:22]=1.C([O-])([O-])=O.[K+].[K+], predict the reaction product. The product is: [Br:1][C:2]1[CH:3]=[C:4]([Cl:20])[CH:5]=[C:6]2[C:11]=1[O:10][C:9](=[O:12])[CH:8]=[C:7]2[NH:13][CH:14]1[CH2:15][CH2:16][N:17]([CH2:27][C:26]2[CH:21]=[CH:22][C:23]3[O:31][CH2:30][O:29][C:24]=3[CH:25]=2)[CH2:18][CH2:19]1. (2) Given the reactants [Si]([O:8][C@H:9]([C:42]1[CH:47]=[CH:46][C:45]([F:48])=[CH:44][CH:43]=1)[CH2:10][S:11][C@H:12]1[C:15](=[O:16])[N:14]([C:17]2[CH:22]=[CH:21][C:20]([C:23]#[C:24][CH2:25][NH:26][S:27]([CH3:30])(=[O:29])=[O:28])=[CH:19][CH:18]=2)[C@@H:13]1[C:31]1[CH:41]=[CH:40][C:34]([O:35][CH2:36][C:37](O)=[O:38])=[CH:33][CH:32]=1)(C(C)(C)C)(C)C.Cl.[NH2:50][CH2:51][C:52]([O:54]C)=[O:53].CN1CCOCC1.CN(C(ON1N=NC2C=CC=CC1=2)=[N+](C)C)C.[B-](F)(F)(F)F.C(N(CC)CC)C.[Li+].[Cl-], predict the reaction product. The product is: [F:48][C:45]1[CH:46]=[CH:47][C:42]([C@@H:9]([OH:8])[CH2:10][S:11][C@H:12]2[C:15](=[O:16])[N:14]([C:17]3[CH:18]=[CH:19][C:20]([C:23]#[C:24][CH2:25][NH:26][S:27]([CH3:30])(=[O:28])=[O:29])=[CH:21][CH:22]=3)[C@@H:13]2[C:31]2[CH:32]=[CH:33][C:34]([O:35][CH2:36][C:37]([NH:50][CH2:51][C:52]([OH:54])=[O:53])=[O:38])=[CH:40][CH:41]=2)=[CH:43][CH:44]=1. (3) Given the reactants [Cl:1][C:2]1[CH:21]=[CH:20][C:19](I)=[CH:18][C:3]=1[C:4]([NH:6][CH2:7][C:8]12[CH2:17][CH:12]3[CH2:13][CH:14]([CH2:16][CH:10]([CH2:11]3)[CH2:9]1)[CH2:15]2)=[O:5].[C:23]([C:26]1[CH:31]=[CH:30][C:29](B(O)O)=[CH:28][CH:27]=1)([OH:25])=[O:24].C(=O)([O-])[O-].[K+].[K+].O, predict the reaction product. The product is: [Cl:1][C:2]1[CH:21]=[CH:20][C:19]([C:29]2[CH:30]=[CH:31][C:26]([C:23]([OH:25])=[O:24])=[CH:27][CH:28]=2)=[CH:18][C:3]=1[C:4]([NH:6][CH2:7][C:8]12[CH2:17][CH:12]3[CH2:13][CH:14]([CH2:16][CH:10]([CH2:11]3)[CH2:9]1)[CH2:15]2)=[O:5]. (4) Given the reactants [CH2:1]([O:3][C:4](=[O:18])[CH:5]([O:15][CH2:16][CH3:17])[CH2:6][C:7]1[CH:12]=[CH:11][C:10]([OH:13])=[C:9]([CH3:14])[CH:8]=1)[CH3:2].[CH3:19][C:20]1[S:24][C:23]([C:25]2[CH:30]=[CH:29][C:28]([O:31][C:32]([F:35])([F:34])[F:33])=[CH:27][CH:26]=2)=[N:22][C:21]=1[CH2:36][CH2:37]O.COC(=O)CC(=O)C(Br)C.FC(F)(F)OC1C=CC(C(N)=S)=CC=1.C1(P(C2C=CC=CC=2)C2C=CC=CC=2)C=CC=CC=1.N(C(OCC)=O)=NC(OCC)=O, predict the reaction product. The product is: [CH2:1]([O:3][C:4](=[O:18])[CH:5]([O:15][CH2:16][CH3:17])[CH2:6][C:7]1[CH:12]=[CH:11][C:10]([O:13][CH2:37][CH2:36][C:21]2[N:22]=[C:23]([C:25]3[CH:30]=[CH:29][C:28]([O:31][C:32]([F:35])([F:33])[F:34])=[CH:27][CH:26]=3)[S:24][C:20]=2[CH3:19])=[C:9]([CH3:14])[CH:8]=1)[CH3:2]. (5) Given the reactants Br[CH2:2][C:3](=[O:8])[C:4]([F:7])([F:6])[F:5].[Br:9][C:10]1[C:11]([C:22](=[S:24])[NH2:23])=[CH:12][C:13]([NH:16][C:17]([NH:19][CH2:20][CH3:21])=[O:18])=[N:14][CH:15]=1, predict the reaction product. The product is: [Br:9][C:10]1[C:11]([C:22]2[S:24][CH2:2][C:3]([OH:8])([C:4]([F:7])([F:6])[F:5])[N:23]=2)=[CH:12][C:13]([NH:16][C:17]([NH:19][CH2:20][CH3:21])=[O:18])=[N:14][CH:15]=1. (6) Given the reactants Cl.Cl.[O:3]1[C:7]2[CH:8]=[CH:9][CH:10]=[C:11]([CH:12]3[CH2:17][CH2:16][N:15]([CH2:18][CH2:19][C@H:20]4[CH2:25][CH2:24][C@H:23]([NH2:26])[CH2:22][CH2:21]4)[CH2:14][CH2:13]3)[C:6]=2[CH2:5][CH2:4]1.[OH:27][C:28]([CH3:33])([CH3:32])[C:29](O)=[O:30], predict the reaction product. The product is: [O:3]1[C:7]2[CH:8]=[CH:9][CH:10]=[C:11]([CH:12]3[CH2:17][CH2:16][N:15]([CH2:18][CH2:19][C@H:20]4[CH2:21][CH2:22][C@H:23]([NH:26][C:29](=[O:30])[C:28]([OH:27])([CH3:33])[CH3:32])[CH2:24][CH2:25]4)[CH2:14][CH2:13]3)[C:6]=2[CH2:5][CH2:4]1. (7) The product is: [N:12]1([CH2:11][CH2:10][OH:9])[C@H:21]2[C@@H:16]([CH2:17][CH2:18][CH2:19][CH2:20]2)[NH:15][CH2:14][CH2:13]1. Given the reactants [H-].[Al+3].[Li+].[H-].[H-].[H-].C([O:9][C:10](=O)[CH2:11][N:12]1[C@H:21]2[C@@H:16]([CH2:17][CH2:18][CH2:19][CH2:20]2)[NH:15][C:14](=O)[CH2:13]1)C.O.O.O.O.O.O.O.O.O.O.S([O-])([O-])(=O)=O.[Na+].[Na+], predict the reaction product. (8) Given the reactants [CH:1]([N:4]1[C:12]2[CH:11]=[C:10]([C:13]3[CH:14]=[C:15]4[CH:21]=[CH:20][NH:19][C:16]4=[N:17][CH:18]=3)[CH:9]=[C:8]([C:22]([O:24]C)=[O:23])[C:7]=2[C:6]([CH3:26])=[N:5]1)([CH3:3])[CH3:2].BrC1C=C(C(OC)=O)C2C(C=O)=NNC=2C=1.O[Li].O, predict the reaction product. The product is: [CH:1]([N:4]1[C:12]2[CH:11]=[C:10]([C:13]3[CH:14]=[C:15]4[CH:21]=[CH:20][NH:19][C:16]4=[N:17][CH:18]=3)[CH:9]=[C:8]([C:22]([OH:24])=[O:23])[C:7]=2[C:6]([CH3:26])=[N:5]1)([CH3:3])[CH3:2]. (9) Given the reactants [Br:1][C:2]1[CH:7]=[CH:6][CH:5]=[C:4]([F:8])[C:3]=1[N:9]1[CH2:18][C:17]2[C:12](=[N:13][C:14](S(C)(=O)=O)=[N:15][CH:16]=2)[N:11]([CH3:23])[C:10]1=[O:24].[NH2:25][C:26]1[CH:38]=[CH:37][C:29]2[N:30]([CH3:36])[CH:31]=[CH:32][S:33](=[O:35])(=[O:34])[C:28]=2[CH:27]=1.Cl, predict the reaction product. The product is: [Br:1][C:2]1[CH:7]=[CH:6][CH:5]=[C:4]([F:8])[C:3]=1[N:9]1[CH2:18][C:17]2[C:12](=[N:13][C:14]([NH:25][C:26]3[CH:38]=[CH:37][C:29]4[N:30]([CH3:36])[CH2:31][CH2:32][S:33](=[O:35])(=[O:34])[C:28]=4[CH:27]=3)=[N:15][CH:16]=2)[N:11]([CH3:23])[C:10]1=[O:24].